Task: Predict the reaction yield, written as a fraction of the theoretical maximum amount of product (1.0 means a 100% yield; for example, 0.34 means a 34% yield).. Dataset: Reaction yield outcomes from USPTO patents with 853,638 reactions (1) The reactants are [OH:1][CH2:2][CH2:3][CH2:4][O:5][C:6]1[CH:11]=[CH:10][C:9]([C:12]2[CH:17]=[CH:16][N:15]([CH2:18][CH2:19][C:20]([CH3:35])([S:31]([CH3:34])(=[O:33])=[O:32])[C:21]([NH:23][O:24]C3CCCCO3)=[O:22])[C:14](=[O:36])[CH:13]=2)=[CH:8][CH:7]=1.Cl. The catalyst is O1CCOCC1.CO. The product is [OH:24][NH:23][C:21](=[O:22])[C:20]([CH3:35])([S:31]([CH3:34])(=[O:33])=[O:32])[CH2:19][CH2:18][N:15]1[CH:16]=[CH:17][C:12]([C:9]2[CH:10]=[CH:11][C:6]([O:5][CH2:4][CH2:3][CH2:2][OH:1])=[CH:7][CH:8]=2)=[CH:13][C:14]1=[O:36]. The yield is 0.201. (2) The reactants are [N+:1]([C:4]1[CH:16]=[CH:15][C:7]([CH2:8][C:9]2[CH:14]=[CH:13][N:12]=[CH:11][CH:10]=2)=[CH:6][CH:5]=1)([O-])=O.Cl.O. The catalyst is C(O)C.[Pt](=O)=O. The product is [NH:12]1[CH2:13][CH2:14][CH:9]([CH2:8][C:7]2[CH:6]=[CH:5][C:4]([NH2:1])=[CH:16][CH:15]=2)[CH2:10][CH2:11]1. The yield is 0.860. (3) The reactants are Cl[C:2]1[CH:7]=[C:6]([C:8]2[C:17]3[C:12](=[CH:13][CH:14]=[CH:15][CH:16]=3)[N:11]=[CH:10][CH:9]=2)[N:5]=[C:4]([NH:18][C:19]2[CH:24]=[CH:23][C:22]([C:25]([F:28])([F:27])[F:26])=[CH:21][CH:20]=2)[N:3]=1.[NH4+:29].[OH-].O. The catalyst is CC#N. The product is [N:11]1[C:12]2[C:17](=[CH:16][CH:15]=[CH:14][CH:13]=2)[C:8]([C:6]2[N:5]=[C:4]([NH:18][C:19]3[CH:24]=[CH:23][C:22]([C:25]([F:28])([F:27])[F:26])=[CH:21][CH:20]=3)[N:3]=[C:2]([NH2:29])[CH:7]=2)=[CH:9][CH:10]=1. The yield is 0.730.